From a dataset of Peptide-MHC class I binding affinity with 185,985 pairs from IEDB/IMGT. Regression. Given a peptide amino acid sequence and an MHC pseudo amino acid sequence, predict their binding affinity value. This is MHC class I binding data. (1) The binding affinity (normalized) is 0.0847. The peptide sequence is KQWSWFSLL. The MHC is HLA-A68:02 with pseudo-sequence HLA-A68:02. (2) The peptide sequence is RIYRKGNPL. The MHC is BoLA-HD6 with pseudo-sequence YHTTYREISENWYEANLYLEYEYYSMAAFNYTWY. The binding affinity (normalized) is 1.00. (3) The peptide sequence is GGKKKYKL. The MHC is HLA-A02:01 with pseudo-sequence HLA-A02:01. The binding affinity (normalized) is 0. (4) The peptide sequence is MAAILAYTI. The MHC is HLA-B58:01 with pseudo-sequence HLA-B58:01. The binding affinity (normalized) is 0.979.